The task is: Predict the product of the given reaction.. This data is from Forward reaction prediction with 1.9M reactions from USPTO patents (1976-2016). Given the reactants [CH3:1][O:2][C:3]1[CH:8]=[CH:7][C:6]([N:9]([CH3:22])[S:10]([C:13]2[CH:21]=[CH:20][C:16]([C:17]([OH:19])=O)=[CH:15][CH:14]=2)(=[O:12])=[O:11])=[CH:5][CH:4]=1.[CH3:23][O:24][C:25]1[CH:26]=[C:27]([CH:29]=[CH:30][CH:31]=1)[NH2:28], predict the reaction product. The product is: [CH3:23][O:24][C:25]1[CH:26]=[C:27]([NH:28][C:17](=[O:19])[C:16]2[CH:15]=[CH:14][C:13]([S:10](=[O:11])(=[O:12])[N:9]([C:6]3[CH:5]=[CH:4][C:3]([O:2][CH3:1])=[CH:8][CH:7]=3)[CH3:22])=[CH:21][CH:20]=2)[CH:29]=[CH:30][CH:31]=1.